This data is from Full USPTO retrosynthesis dataset with 1.9M reactions from patents (1976-2016). The task is: Predict the reactants needed to synthesize the given product. (1) Given the product [N:1]1([C:10]([C@@H:12]([C@H:22]([CH2:35][OH:36])[O:23][CH2:24][P:25]([O:31][CH:32]([CH3:34])[CH3:33])([O:27][CH:28]([CH3:30])[CH3:29])=[O:26])[OH:13])=[O:11])[CH:9]=[C:7]([CH3:8])[C:5](=[O:6])[NH:4][C:2]1=[O:3], predict the reactants needed to synthesize it. The reactants are: [N:1]1([C:10]([C@@H:12]([C@H:22]([CH2:35][OH:36])[O:23][CH2:24][P:25]([O:31][CH:32]([CH3:34])[CH3:33])([O:27][CH:28]([CH3:30])[CH3:29])=[O:26])[O:13]C(=O)C2C=CC=CC=2)=[O:11])[CH:9]=[C:7]([CH3:8])[C:5](=[O:6])[NH:4][C:2]1=[O:3].N. (2) Given the product [CH3:35][O:34][C:4]1[CH:3]=[C:2]([CH3:36])[C:11]2[NH:10][C:9](=[O:12])[C:8]3[S:13][CH:14]=[CH:15][C:7]=3[C:6]=2[C:5]=1[C:16]1[CH:17]=[CH:18][C:19]([C@H:22]([CH3:33])[CH2:23][N:24]([CH3:32])[C:25](=[O:31])[O:26][C:27]([CH3:30])([CH3:28])[CH3:29])=[CH:20][CH:21]=1, predict the reactants needed to synthesize it. The reactants are: Br[C:2]1[C:11]2[NH:10][C:9](=[O:12])[C:8]3[S:13][CH:14]=[CH:15][C:7]=3[C:6]=2[C:5]([C:16]2[CH:21]=[CH:20][C:19]([C@H:22]([CH3:33])[CH2:23][N:24]([CH3:32])[C:25](=[O:31])[O:26][C:27]([CH3:30])([CH3:29])[CH3:28])=[CH:18][CH:17]=2)=[C:4]([O:34][CH3:35])[CH:3]=1.[CH3:36]B1OB(C)OB(C)O1.